This data is from Forward reaction prediction with 1.9M reactions from USPTO patents (1976-2016). The task is: Predict the product of the given reaction. Given the reactants [CH3:1][O:2][C:3]1[CH:12]=[C:11]([O:13][CH3:14])[CH:10]=[C:9]2[C:4]=1[C:5](=[O:27])[NH:6][C:7]([C:15]1[CH:20]=[CH:19][C:18]([N:21]3[CH2:26][CH2:25][NH:24][CH2:23][CH2:22]3)=[CH:17][CH:16]=1)=[N:8]2.CCN=C=NCCCN(C)C.C1C=CC2N(O)N=NC=2C=1.CCN(CC)CC.[F:56][C:57]([F:63])([F:62])[CH2:58][C:59](O)=[O:60], predict the reaction product. The product is: [CH3:1][O:2][C:3]1[CH:12]=[C:11]([O:13][CH3:14])[CH:10]=[C:9]2[C:4]=1[C:5](=[O:27])[NH:6][C:7]([C:15]1[CH:20]=[CH:19][C:18]([N:21]3[CH2:22][CH2:23][N:24]([C:59](=[O:60])[CH2:58][C:57]([F:63])([F:62])[F:56])[CH2:25][CH2:26]3)=[CH:17][CH:16]=1)=[N:8]2.